From a dataset of Forward reaction prediction with 1.9M reactions from USPTO patents (1976-2016). Predict the product of the given reaction. (1) Given the reactants [Br:1][C:2]1[CH:7]=[CH:6][C:5]([N+:8]([O-:10])=[O:9])=[CH:4][C:3]=1[O:11]C.[Cl-].[Al+3].[Cl-].[Cl-].Cl, predict the reaction product. The product is: [Br:1][C:2]1[CH:7]=[CH:6][C:5]([N+:8]([O-:10])=[O:9])=[CH:4][C:3]=1[OH:11]. (2) Given the reactants [C:1]([N:8]1[CH2:13][CH2:12][NH:11][CH:10]([CH3:14])[CH2:9]1)([O:3][C:4]([CH3:7])([CH3:6])[CH3:5])=[O:2].Cl[C:16]1[C:17]2[CH:24]=[C:23]([CH2:25][CH3:26])[S:22][C:18]=2[N:19]=[CH:20][N:21]=1, predict the reaction product. The product is: [CH2:25]([C:23]1[S:22][C:18]2[N:19]=[CH:20][N:21]=[C:16]([N:11]3[CH2:12][CH2:13][N:8]([C:1]([O:3][C:4]([CH3:7])([CH3:6])[CH3:5])=[O:2])[CH2:9][CH:10]3[CH3:14])[C:17]=2[CH:24]=1)[CH3:26]. (3) Given the reactants [N-:1]=[C:2]=[S:3].[Na+].N1C=CC=CC=1.CS(O[N:16]=[C:17](Cl)[C@H:18]1[CH2:22][O:21][C:20]2([CH2:27][CH2:26][CH2:25][CH2:24][CH2:23]2)[O:19]1)(=O)=O.[CH3:29][C:30]1[C:35]([O:36][C:37]2[C:38]([NH2:50])=[N:39][CH:40]=[C:41]([S:43][C:44]3[CH:49]=[CH:48][CH:47]=[CH:46][N:45]=3)[CH:42]=2)=[CH:34][CH:33]=[C:32]([CH3:51])[N:31]=1, predict the reaction product. The product is: [CH3:29][C:30]1[C:35]([O:36][C:37]2[C:38]([NH:50][C:2]3[S:3][N:16]=[C:17]([C@H:18]4[CH2:22][O:21][C:20]5([CH2:23][CH2:24][CH2:25][CH2:26][CH2:27]5)[O:19]4)[N:1]=3)=[N:39][CH:40]=[C:41]([S:43][C:44]3[CH:49]=[CH:48][CH:47]=[CH:46][N:45]=3)[CH:42]=2)=[CH:34][CH:33]=[C:32]([CH3:51])[N:31]=1. (4) Given the reactants N1[CH:5]=[CH:4][CH:3]=N1.C(O[C:9]([C:11]1[C:15]([CH3:16])=[C:14]([NH2:17])[N:13]([C:18]2[CH:23]=[CH:22][N:21]=[CH:20][CH:19]=2)[N:12]=1)=[O:10])C.C(OC(=O)[C:28](=[O:33])[CH:29]([C:31]#N)[CH3:30])C.[ClH:35].N(C1C=CN=CC=1)N.NC1N(C(OC(C)(C)C)=O)N=C(C(OC)=O)C=1.[N:61]1([C:70]2[CH:75]=[CH:74][N:73]=[CH:72][CH:71]=2)[CH2:66][CH2:65][CH:64]([CH2:67][CH2:68][NH2:69])[CH2:63][CH2:62]1, predict the reaction product. The product is: [N:61]1([C:70]2[CH:75]=[CH:74][N:73]=[CH:72][CH:71]=2)[CH2:66][CH2:65][CH:64]([CH2:67][CH2:68][NH:69][C:9]([C:11]2[C:15]([CH3:16])=[C:14]([NH:17][C:28](=[O:33])[C:29]3[CH:31]=[CH:5][CH:4]=[CH:3][C:30]=3[Cl:35])[N:13]([C:18]3[CH:19]=[CH:20][N:21]=[CH:22][CH:23]=3)[N:12]=2)=[O:10])[CH2:63][CH2:62]1.